This data is from Full USPTO retrosynthesis dataset with 1.9M reactions from patents (1976-2016). The task is: Predict the reactants needed to synthesize the given product. Given the product [CH3:12][CH:8]1[CH2:7][C:6]2[C:10](=[C:2]([C:15]3[CH:16]=[CH:17][CH:18]=[CH:19][C:14]=3[CH3:13])[CH:3]=[CH:4][CH:5]=2)[C:9]1=[O:11], predict the reactants needed to synthesize it. The reactants are: Cl[C:2]1[CH:3]=[CH:4][CH:5]=[C:6]2[C:10]=1[C:9](=[O:11])[CH:8]([CH3:12])[CH2:7]2.[CH3:13][C:14]1[CH:19]=[CH:18][CH:17]=[CH:16][C:15]=1B(O)O.C(=O)([O-])[O-].[Na+].[Na+].O.